This data is from Reaction yield outcomes from USPTO patents with 853,638 reactions. The task is: Predict the reaction yield, written as a fraction of the theoretical maximum amount of product (1.0 means a 100% yield; for example, 0.34 means a 34% yield). (1) The reactants are [C:1]([CH2:9][C:10]([O:12]CC)=O)(=O)[C:2]1[CH:7]=[CH:6][CH:5]=[CH:4][CH:3]=1.[C:15]1([NH:21][NH2:22])[CH:20]=[CH:19][CH:18]=[CH:17][CH:16]=1. The catalyst is C(O)C. The product is [C:15]1([N:21]2[C:10](=[O:12])[CH2:9][C:1]([C:2]3[CH:3]=[CH:4][CH:5]=[CH:6][CH:7]=3)=[N:22]2)[CH:20]=[CH:19][CH:18]=[CH:17][CH:16]=1. The yield is 0.440. (2) The reactants are [CH3:1][O:2][C:3]1[CH:8]=[C:7]([CH3:9])[CH:6]=[CH:5][C:4]=1[C:10]1[NH:11][C:12](=[S:15])[NH:13][N:14]=1.Cl[CH2:17][C:18]1[CH:23]=[CH:22][C:21]([CH3:24])=[CH:20][N:19]=1. No catalyst specified. The product is [CH3:1][O:2][C:3]1[CH:8]=[C:7]([CH3:9])[CH:6]=[CH:5][C:4]=1[C:10]1[NH:14][N:13]=[C:12]([S:15][CH2:17][C:18]2[CH:23]=[CH:22][C:21]([CH3:24])=[CH:20][N:19]=2)[N:11]=1. The yield is 0.140. (3) The product is [F:1][C:2]1[CH:7]=[CH:6][CH:5]=[CH:4][C:3]=1[C:8]1[NH:12][CH:11]=[C:10]([CH:13]=[O:14])[C:9]=1[I:15]. The reactants are [F:1][C:2]1[CH:7]=[CH:6][CH:5]=[CH:4][C:3]=1[C:8]1[NH:12][CH:11]=[C:10]([CH:13]=[O:14])[CH:9]=1.[I:15]N1C(=O)CCC1=O.O. The yield is 0.140. The catalyst is CN(C)C=O. (4) The reactants are CO[C:3]([C:9]1[CH:14]=[CH:13][CH:12]=[C:11]([N+:15]([O-:17])=[O:16])[CH:10]=1)=[C:4]([C:7]#[N:8])[C:5]#[N:6].Cl.[CH:19]([NH:22][NH2:23])([CH3:21])[CH3:20].C(N(CC)CC)C. The catalyst is C(O)C. The product is [NH2:6][C:5]1[N:22]([CH:19]([CH3:21])[CH3:20])[N:23]=[C:3]([C:9]2[CH:14]=[CH:13][CH:12]=[C:11]([N+:15]([O-:17])=[O:16])[CH:10]=2)[C:4]=1[C:7]#[N:8]. The yield is 0.790.